From a dataset of Aqueous solubility values for 9,982 compounds from the AqSolDB database. Regression/Classification. Given a drug SMILES string, predict its absorption, distribution, metabolism, or excretion properties. Task type varies by dataset: regression for continuous measurements (e.g., permeability, clearance, half-life) or binary classification for categorical outcomes (e.g., BBB penetration, CYP inhibition). For this dataset (solubility_aqsoldb), we predict Y. (1) The molecule is CC(=O)[O-].COc1ccc2cc(C3N(C)c4cc(S(C)(=O)=O)ccc4[NH+]3C)oc2c1. The Y is 0.213 log mol/L. (2) The compound is O=C(O)c1cc(-c2ccc(F)cc2F)ccc1O. The Y is -4.61 log mol/L. (3) The drug is C[C@H](O)C(=O)Nc1c(I)c(C(=O)NC(CO)CO)c(I)c(C(=O)NC(CO)CO)c1I. The Y is -0.744 log mol/L. (4) The compound is Cc1ccccc1C(=O)O. The Y is -2.06 log mol/L. (5) The molecule is CN(C)c1cccc(S(=O)(=O)O)c1. The Y is 0.298 log mol/L.